Dataset: Drug-target binding data from BindingDB using Ki measurements. Task: Regression. Given a target protein amino acid sequence and a drug SMILES string, predict the binding affinity score between them. We predict pKi (pKi = -log10(Ki in M); higher means stronger inhibition). Dataset: bindingdb_ki. (1) The compound is CN(C)C(=O)Cn1cc(C(=O)N2CCC3(CC2)OCc2ccccc23)c2ccc(Cl)cc21. The target protein (Q62463) has sequence MSFPRGSHDLPAGNSSPWWPLTTEGANSSREAAGLGEGGSPPGDVRNEELAKLEVTVLAVIFVVAVLGNSSVLLALHRTPRKTSRMHLFIRHLSLADLAVAFFQVLPQLCWDITYRFRGPDWLCRVVKHLQVFAMFASSYMLVVMTADRYIAVCHPLKTLQQPARRSRLMIAASWGLSFVLSIPQYFIFSVIEFEVNNGTKAQDCWATFIPPWGTRAYVTWMTSGVFVVPVIILGTCYGFICYHIWRNVRGKTASRQSKGGKGSGEAAGPFHKGLLVTPCVSSVKSISRAKIRTVKMTFVIVSAYILCWTPFFIVQMWSVWDTNFVWTDSENPSTTITALLASLNSCCNPWIYMFFSGHLLQDCVQSFPCCQSIAQKFAKDDSDSMSRRQTSYSNNRSPTNSTGTWKDSPKSSKSIRFIPVST. The pKi is 7.8. (2) The compound is O=[N+]([O-])c1ccccc1-c1nnc(-c2ccccc2)o1. The target protein sequence is MWAVLPLLCAGAWLLGAPACGAAELAVNSLEKFHFQSWMVQHQKKYSSEEYHHRLQVFASNLREINAHNARNHTFKMGLNQFSDMSFAELKRKYLWSEPQNCSATKSNYLRGTGPYPPSMDWREKGNFVTPVKNQGSCGSCWTFSTTGALESAVAIATGKLPFLAEQQLVDCAQNFNNHGCQGGLPSQAFEYIRYNKGIMGEDTYPYRGQDGDCKYQPSKAIAFVKDVANITLNDEEAMVEAVALYNPVSFAFEVTADFMMYRKGIYSSTSCHKTPDKVNHAVLAVGYGEEKGIPYWIVKNSWGPHWGMKGYFLIERGKNMCGLAACASFPIPLV. The pKi is 5.2. (3) The target protein sequence is PQVTLWQRPLVTIKIGGQLREALLDTGADDTIFEEISLPGRWKPKIIGGIGGFIKVRQYDQIPIEICGHKVIGTVLVGPTPANIIGRNLMTQIGCTLNF. The pKi is 5.7. The compound is CC(C)(C)NC(=O)[C@@H]1CN(Cc2cccnc2)CCN1C[C@@H](O)C[C@@H](Cc1ccccc1)C(=O)N[C@H]1c2ccccc2C[C@H]1O.